Dataset: Reaction yield outcomes from USPTO patents with 853,638 reactions. Task: Predict the reaction yield, written as a fraction of the theoretical maximum amount of product (1.0 means a 100% yield; for example, 0.34 means a 34% yield). (1) The reactants are [NH:1]1[CH2:6][CH2:5][CH2:4][CH2:3][CH2:2]1.CC1C=CC(S(O[CH2:18][C@@H:19]2[CH2:23][CH2:22][C:21](=[O:24])[NH:20]2)(=O)=O)=CC=1.C(=O)([O-])[O-].[K+].[K+]. The catalyst is C(#N)C. The product is [N:1]1([CH2:18][C@H:19]2[NH:20][C:21](=[O:24])[CH2:22][CH2:23]2)[CH2:6][CH2:5][CH2:4][CH2:3][CH2:2]1. The yield is 1.00. (2) The reactants are [CH2:1]([O:8][C:9]([NH:11][CH:12]1[CH2:14][C:13]1([OH:20])[C:15]([O:17]CC)=[O:16])=[O:10])[C:2]1[CH:7]=[CH:6][CH:5]=[CH:4][CH:3]=1.C([O-])([O-])=O.[K+].[K+]. The catalyst is C1COCC1.O. The product is [CH2:1]([O:8][C:9]([NH:11][CH:12]1[CH2:14][C:13]1([OH:20])[C:15]([OH:17])=[O:16])=[O:10])[C:2]1[CH:7]=[CH:6][CH:5]=[CH:4][CH:3]=1. The yield is 0.690. (3) The yield is 0.500. The product is [C:40]([O:14][CH:13]([C:11]1[CH:10]=[CH:9][C:7]2[N:8]=[C:2]3[S:1][CH:5]=[CH:4][N:3]3[C:6]=2[CH:12]=1)[C:32]1([Br:36])[C:31](=[O:37])[N:30]2[C@@H:33]1[S:34][CH:35]=[C:29]2[C:27]([O:26][CH2:25][C:24]1[CH:38]=[CH:39][C:21]([N+:18]([O-:20])=[O:19])=[CH:22][CH:23]=1)=[O:28])(=[O:42])[CH3:41]. The reactants are [S:1]1[CH:5]=[CH:4][N:3]2[C:6]3[CH:12]=[C:11]([CH:13]=[O:14])[CH:10]=[CH:9][C:7]=3[N:8]=[C:2]12.[Br-].[Mg+2].[Br-].[N+:18]([C:21]1[CH:39]=[CH:38][C:24]([CH2:25][O:26][C:27]([C:29]2[N:30]3[CH:33]([S:34][CH:35]=2)[CH:32]([Br:36])[C:31]3=[O:37])=[O:28])=[CH:23][CH:22]=1)([O-:20])=[O:19].[C:40](OC(=O)C)(=[O:42])[CH3:41]. The catalyst is C(OCC)(=O)C.C(N(CC)CC)C.C1COCC1.C(#N)C. (4) The reactants are Br[C:2]1[CH:7]=[CH:6][N:5]2[CH:8]=[C:9]([C:11]3[CH:16]=[CH:15][C:14]([O:17][CH2:18][F:19])=[CH:13][CH:12]=3)[N:10]=[C:4]2[CH:3]=1.Cl.[NH:21]1[CH2:26][CH2:25][O:24][CH2:23][CH2:22]1. No catalyst specified. The product is [F:19][CH2:18][O:17][C:14]1[CH:15]=[CH:16][C:11]([C:9]2[N:10]=[C:4]3[CH:3]=[C:2]([N:21]4[CH2:26][CH2:25][O:24][CH2:23][CH2:22]4)[CH:7]=[CH:6][N:5]3[CH:8]=2)=[CH:12][CH:13]=1. The yield is 0.410. (5) The reactants are [CH2:1]([CH:8]1[C:16]2[C:11](=[CH:12][CH:13]=[C:14]([O:17][CH2:18][CH2:19][NH:20][S:21]([C:24]3[N:25]=[CH:26][N:27]([CH3:29])[CH:28]=3)(=[O:23])=[O:22])[CH:15]=2)[C:10](=O)[NH:9]1)[C:2]1[CH:7]=[CH:6][CH:5]=[CH:4][CH:3]=1.CSC.B.Cl.[OH-].[Na+]. The catalyst is C1COCC1. The product is [CH2:1]([CH:8]1[C:16]2[C:11](=[CH:12][CH:13]=[C:14]([O:17][CH2:18][CH2:19][NH:20][S:21]([C:24]3[N:25]=[CH:26][N:27]([CH3:29])[CH:28]=3)(=[O:23])=[O:22])[CH:15]=2)[CH2:10][NH:9]1)[C:2]1[CH:3]=[CH:4][CH:5]=[CH:6][CH:7]=1. The yield is 0.210. (6) The reactants are [Br:1][CH2:2][CH2:3][CH2:4][CH2:5][CH2:6][CH2:7][CH2:8][CH2:9][C:10]#[C:11][CH2:12][CH3:13].[N:14]1[CH:19]=[CH:18][C:17]([CH3:20])=[CH:16][CH:15]=1. The catalyst is C(#N)C. The product is [Br-:1].[CH2:2]([N+:14]1[CH:19]=[CH:18][C:17]([CH3:20])=[CH:16][CH:15]=1)[CH2:3][CH2:4][CH2:5][CH2:6][CH2:7][CH2:8][CH2:9][C:10]#[C:11][CH2:12][CH3:13]. The yield is 0.820. (7) The reactants are [CH3:1][C@@:2]1([C:8]2[CH:17]=[CH:16][C:15]3[C:10](=[CH:11][CH:12]=[C:13]([O:18][CH:19]4[CH2:24][CH2:23][CH:22]([CH2:25][CH2:26][CH2:27][CH2:28][CH3:29])[CH2:21][CH2:20]4)[CH:14]=3)[CH:9]=2)[CH2:6][O:5]C(=O)[NH:3]1.C(O)C.O.[OH-].[Li+]. The catalyst is O. The product is [NH2:3][C@@:2]([C:8]1[CH:17]=[CH:16][C:15]2[C:10](=[CH:11][CH:12]=[C:13]([O:18][CH:19]3[CH2:20][CH2:21][CH:22]([CH2:25][CH2:26][CH2:27][CH2:28][CH3:29])[CH2:23][CH2:24]3)[CH:14]=2)[CH:9]=1)([CH3:1])[CH2:6][OH:5]. The yield is 0.140.